From a dataset of Full USPTO retrosynthesis dataset with 1.9M reactions from patents (1976-2016). Predict the reactants needed to synthesize the given product. (1) Given the product [CH3:1][C@H:2]1[CH2:3][CH2:4][C@H:5]([NH:8][C:9]([C:11]2[CH:12]=[N:13][C:14]3[C:19]([CH:20]=2)=[CH:18][CH:17]=[C:16]([C:22]([F:25])([F:23])[F:24])[CH:15]=3)=[O:10])[CH2:6][CH2:7]1, predict the reactants needed to synthesize it. The reactants are: [CH3:1][C@H:2]1[CH2:7][CH2:6][C@H:5]([NH:8][C:9]([C:11]2[CH:12]=[N:13][C:14]3[C:19]([C:20]=2Cl)=[CH:18][CH:17]=[C:16]([C:22]([F:25])([F:24])[F:23])[CH:15]=3)=[O:10])[CH2:4][CH2:3]1. (2) Given the product [CH2:2]([O:4][C:5]1[CH:6]=[C:7]([N:12]2[C:16]([CH2:17][NH:18][C:36]([NH:35][C:26]3[CH:27]=[CH:28][C:29]([CH2:30][O:31][CH2:32][CH2:33][OH:34])=[C:24]([F:23])[CH:25]=3)=[O:37])=[CH:15][C:14]([C:19]([F:20])([F:21])[F:22])=[N:13]2)[CH:8]=[C:9]([CH3:11])[CH:10]=1)[CH3:3], predict the reactants needed to synthesize it. The reactants are: Cl.[CH2:2]([O:4][C:5]1[CH:6]=[C:7]([N:12]2[C:16]([CH2:17][NH2:18])=[CH:15][C:14]([C:19]([F:22])([F:21])[F:20])=[N:13]2)[CH:8]=[C:9]([CH3:11])[CH:10]=1)[CH3:3].[F:23][C:24]1[CH:25]=[C:26]([NH:35][C:36](=O)[O:37]C2C=CC=CC=2)[CH:27]=[CH:28][C:29]=1[CH2:30][O:31][CH2:32][CH2:33][OH:34]. (3) Given the product [NH2:11][O:10][CH2:9][CH2:8][NH:7][C:6](=[O:22])[O:5][C:1]([CH3:3])([CH3:2])[CH3:4], predict the reactants needed to synthesize it. The reactants are: [C:1]([O:5][C:6](=[O:22])[NH:7][CH2:8][CH2:9][O:10][N:11]1C(=O)C2C(=CC=CC=2)C1=O)([CH3:4])([CH3:3])[CH3:2].